This data is from Merck oncology drug combination screen with 23,052 pairs across 39 cell lines. The task is: Regression. Given two drug SMILES strings and cell line genomic features, predict the synergy score measuring deviation from expected non-interaction effect. Cell line: A2058. Drug 1: NC1(c2ccc(-c3nc4ccn5c(=O)[nH]nc5c4cc3-c3ccccc3)cc2)CCC1. Synergy scores: synergy=17.3. Drug 2: CC1(c2nc3c(C(N)=O)cccc3[nH]2)CCCN1.